From a dataset of Reaction yield outcomes from USPTO patents with 853,638 reactions. Predict the reaction yield, written as a fraction of the theoretical maximum amount of product (1.0 means a 100% yield; for example, 0.34 means a 34% yield). (1) The reactants are [CH3:1][C:2]1([C:5]([OH:7])=O)[CH2:4][CH2:3]1.C(Cl)CCl.C1C=CC2N(O)N=NC=2C=1.CCN(CC)CC.[CH2:29]([O:31][C:32]([CH:34]1[CH2:39][CH2:38][NH:37][CH2:36][CH2:35]1)=[O:33])[CH3:30]. The catalyst is C(Cl)Cl. The product is [CH2:29]([O:31][C:32]([CH:34]1[CH2:39][CH2:38][N:37]([C:5]([C:2]2([CH3:1])[CH2:4][CH2:3]2)=[O:7])[CH2:36][CH2:35]1)=[O:33])[CH3:30]. The yield is 0.920. (2) The reactants are [NH:1]([C:16]([O:18][CH2:19][C:20]1[CH:25]=[CH:24][CH:23]=[CH:22][CH:21]=1)=[O:17])[C@H:2]([C:13]([OH:15])=O)[CH2:3][C:4]1[C:12]2[C:7](=[CH:8][CH:9]=[CH:10][CH:11]=2)[NH:6][CH:5]=1.[NH2:26][C:27]1[CH:32]=[CH:31][CH:30]=[CH:29][CH:28]=1.C1CCC(N=C=NC2CCCCC2)CC1. The catalyst is C1COCC1. The product is [NH:1]([C:16]([O:18][CH2:19][C:20]1[CH:21]=[CH:22][CH:23]=[CH:24][CH:25]=1)=[O:17])[C@H:2]([C:13]([NH:26][C:27]1[CH:32]=[CH:31][CH:30]=[CH:29][CH:28]=1)=[O:15])[CH2:3][C:4]1[C:12]2[C:7](=[CH:8][CH:9]=[CH:10][CH:11]=2)[NH:6][CH:5]=1. The yield is 0.690. (3) The reactants are [N+:1]([C:4]1[CH:10]=[CH:9][C:7]([NH2:8])=[CH:6][CH:5]=1)([O-:3])=[O:2].[Br:11]Br. The catalyst is CC(O)=O. The product is [Br:11][C:9]1[CH:10]=[C:4]([N+:1]([O-:3])=[O:2])[CH:5]=[CH:6][C:7]=1[NH2:8]. The yield is 0.800. (4) The reactants are C(=O)([O-])O[CH2:3][CH:4]=[CH:5][C:6]1[CH:11]=[CH:10][CH:9]=[CH:8][CH:7]=1.[C:14]1([NH2:24])[C:23]2[C:18](=[CH:19][CH:20]=[CH:21][CH:22]=2)[CH:17]=[CH:16][CH:15]=1. No catalyst specified. The product is [C:4]([CH:5]([C:6]1[CH:11]=[CH:10][CH:9]=[CH:8][CH:7]=1)[NH:24][C:14]1[C:23]2[C:18](=[CH:19][CH:20]=[CH:21][CH:22]=2)[CH:17]=[CH:16][CH:15]=1)#[CH:3]. The yield is 0.830. (5) The reactants are [C:1]([CH2:4][O:5][C:6]1[CH:16]=[CH:15][C:14]([S:17](Cl)(=[O:19])=[O:18])=[CH:13][C:7]=1[O:8][CH2:9][C:10]([NH2:12])=[O:11])(=[O:3])[NH2:2].[CH3:21][O:22][C:23]1[CH:28]=[CH:27][C:26]([NH2:29])=[CH:25][CH:24]=1. The catalyst is N1C=CC=CC=1. The product is [C:10]([CH2:9][O:8][C:7]1[CH:13]=[C:14]([S:17]([NH:29][C:26]2[CH:27]=[CH:28][C:23]([O:22][CH3:21])=[CH:24][CH:25]=2)(=[O:19])=[O:18])[CH:15]=[CH:16][C:6]=1[O:5][CH2:4][C:1]([NH2:2])=[O:3])(=[O:11])[NH2:12]. The yield is 0.600. (6) The reactants are C(OC([NH:8][CH2:9][CH2:10][CH2:11][NH:12][C:13](=[O:32])[NH:14][C:15]1[CH:16]=[C:17]([C:21]([OH:31])([C:25]2[CH:30]=[CH:29][CH:28]=[CH:27][CH:26]=2)[C:22]([OH:24])=[O:23])[CH:18]=[CH:19][CH:20]=1)=O)(C)(C)C.N1(C(N2C=CN=C2)=O)C=CN=C1.[CH2:45]([N:52]1[CH2:57][CH2:56][CH:55]([CH2:58]O)[CH2:54][CH2:53]1)[C:46]1[CH:51]=[CH:50][CH:49]=[CH:48][CH:47]=1. No catalyst specified. The product is [NH2:8][CH2:9][CH2:10][CH2:11][NH:12][C:13](=[O:32])[NH:14][C:15]1[CH:16]=[C:17]([C:21]([OH:31])([C:25]2[CH:30]=[CH:29][CH:28]=[CH:27][CH:26]=2)[C:22]([O:24][CH2:58][CH:55]2[CH2:54][CH2:53][N:52]([CH2:45][C:46]3[CH:51]=[CH:50][CH:49]=[CH:48][CH:47]=3)[CH2:57][CH2:56]2)=[O:23])[CH:18]=[CH:19][CH:20]=1. The yield is 0.485. (7) The yield is 0.310. No catalyst specified. The reactants are [Cl:1][C:2]1[N:7]=[CH:6][C:5]([CH:8]=O)=[C:4]([CH:10]([CH3:12])[CH3:11])[CH:3]=1.[C:13]([NH2:17])([CH3:16])([CH3:15])[CH3:14]. The product is [C:13]([NH:17][CH2:8][C:5]1[CH:6]=[N:7][C:2]([Cl:1])=[CH:3][C:4]=1[CH:10]([CH3:12])[CH3:11])([CH3:16])([CH3:15])[CH3:14]. (8) The reactants are CO[C:3]1[CH:8]=[CH:7][C:6]([C:9](=O)[CH2:10][C:11]#[N:12])=[CH:5][CH:4]=1.[OH2:14].[NH2:15][NH2:16].[CH2:17](O)C. No catalyst specified. The product is [NH2:12][C:11]1[NH:16][N:15]=[C:9]([C:6]2[CH:7]=[CH:8][C:3]([O:14][CH3:17])=[CH:4][CH:5]=2)[CH:10]=1. The yield is 0.970. (9) The reactants are Br[C:2]1[N:7]=[C:6]([CH:8]=[O:9])[CH:5]=[CH:4][CH:3]=1.[CH3:10][N:11]1[CH2:16][CH2:15][NH:14][CH2:13][CH2:12]1.C(=O)([O-])[O-].[K+].[K+].Cl. The catalyst is O.CC#N. The product is [CH3:10][N:11]1[CH2:16][CH2:15][N:14]([C:2]2[N:7]=[C:6]([CH:8]=[O:9])[CH:5]=[CH:4][CH:3]=2)[CH2:13][CH2:12]1. The yield is 0.320. (10) The yield is 0.760. The catalyst is CCOCC.[Cu]I. The product is [CH3:1][N:2]1[CH2:3][CH2:4][CH:5]([C:8]([O:10][CH2:11][CH3:12])=[O:9])[CH:6]([C:13]2[CH:18]=[CH:17][CH:16]=[CH:15][CH:14]=2)[CH2:7]1. The reactants are [CH3:1][N:2]1[CH2:7][CH:6]=[C:5]([C:8]([O:10][CH2:11][CH3:12])=[O:9])[CH2:4][CH2:3]1.[C:13]1([Mg]Br)[CH:18]=[CH:17][CH:16]=[CH:15][CH:14]=1.C1COCC1.[Cl-].[NH4+].C(OCC)(=O)C.